From a dataset of Full USPTO retrosynthesis dataset with 1.9M reactions from patents (1976-2016). Predict the reactants needed to synthesize the given product. (1) Given the product [C:13]1([C:2]2[N:19]3[CH:24]=[CH:23][CH:22]=[N:21][C:20]3=[N:25][C:3]=2[C:5]2[CH:12]=[CH:11][C:8]([CH:9]=[O:10])=[CH:7][CH:6]=2)[CH:18]=[CH:17][CH:16]=[CH:15][CH:14]=1, predict the reactants needed to synthesize it. The reactants are: Br[CH:2]([C:13]1[CH:18]=[CH:17][CH:16]=[CH:15][CH:14]=1)[C:3]([C:5]1[CH:12]=[CH:11][C:8]([CH:9]=[O:10])=[CH:7][CH:6]=1)=O.[N:19]1[CH:24]=[CH:23][CH:22]=[N:21][C:20]=1[NH2:25]. (2) Given the product [C:4]([OH:39])(=[O:3])[C:5]1[CH:10]=[CH:9][CH:8]=[CH:7][CH:6]=1, predict the reactants needed to synthesize it. The reactants are: Cl.C[O:3][C:4](=[O:39])[C:5]1[CH:10]=[CH:9][C:8](COC2C=CC(C[C@H](N)C3N(CCCC)C=C(C4C=CC(Cl)=CC=4Cl)N=3)=CC=2)=[CH:7][CH:6]=1.C(OC1C=CC(C=CC(O)=O)=CC=1)C. (3) Given the product [CH3:10][C:9]([S@:13]([N:15]=[C:4]([CH2:3][C:2]([F:8])([F:7])[F:1])[CH3:5])=[O:14])([CH3:12])[CH3:11], predict the reactants needed to synthesize it. The reactants are: [F:1][C:2]([F:8])([F:7])[CH2:3][C:4](=O)[CH3:5].[C:9]([S@:13]([NH2:15])=[O:14])([CH3:12])([CH3:11])[CH3:10]. (4) Given the product [Cl:1][C:2]1[CH:7]=[CH:6][C:5]([CH:8]=[C:9]([CH3:11])[CH3:10])=[C:4]([C:13]([F:14])([F:15])[F:16])[CH:3]=1, predict the reactants needed to synthesize it. The reactants are: [Cl:1][C:2]1[CH:7]=[CH:6][C:5]([CH:8](O)[CH:9]([CH3:11])[CH3:10])=[C:4]([C:13]([F:16])([F:15])[F:14])[CH:3]=1.O.C1(C)C=CC(S(O)(=O)=O)=CC=1.O. (5) Given the product [Br:19][C:20]1[S:24][C:23]([S:25]([NH:18][C:5]2[CH:4]=[CH:3][C:2]([F:1])=[C:7]([F:8])[C:6]=2[NH:9][C:10]2[CH:15]=[CH:14][C:13]([I:16])=[CH:12][C:11]=2[F:17])(=[O:27])=[O:26])=[CH:22][CH:21]=1, predict the reactants needed to synthesize it. The reactants are: [F:1][C:2]1[C:7]([F:8])=[C:6]([NH:9][C:10]2[CH:15]=[CH:14][C:13]([I:16])=[CH:12][C:11]=2[F:17])[C:5]([NH2:18])=[CH:4][CH:3]=1.[Br:19][C:20]1[S:24][C:23]([S:25](Cl)(=[O:27])=[O:26])=[CH:22][CH:21]=1. (6) Given the product [CH:1]1([C:4]2[N:13]=[C:12]([N:14]3[CH2:15][CH2:16][CH:17]([C:20]4[CH:25]=[CH:24][CH:23]=[CH:22][C:21]=4[O:26][CH3:27])[CH2:19]3)[C:11]3[C:6](=[CH:7][C:8]([O:30][CH3:31])=[C:9]([O:28][CH3:29])[CH:10]=3)[N:5]=2)[CH2:2][CH2:3]1, predict the reactants needed to synthesize it. The reactants are: [CH:1]1([C:4]2[N:13]=[C:12]([N:14]3[CH2:19]C[CH:17]([C:20]4[CH:25]=[CH:24][CH:23]=[CH:22][C:21]=4[O:26][CH3:27])[CH2:16][CH2:15]3)[C:11]3[C:6](=[CH:7][C:8]([O:30][CH3:31])=[C:9]([O:28][CH3:29])[CH:10]=3)[N:5]=2)[CH2:3][CH2:2]1.COC1C=CC=CC=1C1CCNC1.COC1C=CC=CC=1C1CCNCC1.